Dataset: Forward reaction prediction with 1.9M reactions from USPTO patents (1976-2016). Task: Predict the product of the given reaction. (1) The product is: [C:6]([O:10][C:11]([N:13]1[CH2:18][CH2:17][CH2:16][C@@H:15]([O:19][S:2]([CH3:1])(=[O:4])=[O:3])[CH2:14]1)=[O:12])([CH3:9])([CH3:7])[CH3:8]. Given the reactants [CH3:1][S:2](Cl)(=[O:4])=[O:3].[C:6]([O:10][C:11]([N:13]1[CH2:18][CH2:17][CH2:16][C@@H:15]([OH:19])[CH2:14]1)=[O:12])([CH3:9])([CH3:8])[CH3:7].C(N(CC)CC)C, predict the reaction product. (2) Given the reactants [NH:1]([C:42]([O:44][CH2:45][C:46]1[CH:51]=[CH:50][CH:49]=[CH:48][CH:47]=1)=[O:43])[C@H:2]([C:4]([NH:6][C@H:7]([C:9]([NH:11][C@H:12]([C:36](N(C)OC)=[O:37])[CH2:13][C:14](=[O:35])[NH:15][C:16]([C:29]1[CH:34]=[CH:33][CH:32]=[CH:31][CH:30]=1)([C:23]1[CH:28]=[CH:27][CH:26]=[CH:25][CH:24]=1)[C:17]1[CH:22]=[CH:21][CH:20]=[CH:19][CH:18]=1)=[O:10])[CH3:8])=[O:5])[CH3:3].[H-].[Al+3].[Li+].[H-].[H-].[H-].C(O)(=O)CC(CC(O)=O)(C(O)=O)O, predict the reaction product. The product is: [NH:1]([C:42]([O:44][CH2:45][C:46]1[CH:47]=[CH:48][CH:49]=[CH:50][CH:51]=1)=[O:43])[C@H:2]([C:4]([NH:6][C@H:7]([C:9]([NH:11][C@H:12]([CH:36]=[O:37])[CH2:13][C:14](=[O:35])[NH:15][C:16]([C:17]1[CH:18]=[CH:19][CH:20]=[CH:21][CH:22]=1)([C:29]1[CH:30]=[CH:31][CH:32]=[CH:33][CH:34]=1)[C:23]1[CH:28]=[CH:27][CH:26]=[CH:25][CH:24]=1)=[O:10])[CH3:8])=[O:5])[CH3:3]. (3) The product is: [N:1]([C:4]1[C:9]([F:10])=[CH:8][N:7]=[CH:6][C:5]=1/[CH:11]=[N:12]/[C:13]1[C:14]([Cl:23])=[CH:15][C:16]([N+:20]([O-:22])=[O:21])=[CH:17][C:18]=1[C:25]#[N:24])=[N+:2]=[N-:3]. Given the reactants [N:1]([C:4]1[C:9]([F:10])=[CH:8][N:7]=[CH:6][C:5]=1/[CH:11]=[N:12]/[C:13]1[C:18](Cl)=[CH:17][C:16]([N+:20]([O-:22])=[O:21])=[CH:15][C:14]=1[Cl:23])=[N+:2]=[N-:3].[NH2:24][C:25]1C(Cl)=CC([N+]([O-])=O)=CC=1C#N, predict the reaction product. (4) Given the reactants I[C:2]1[CH:3]=[C:4]2[C:9](=[CH:10][CH:11]=1)[N:8]=[CH:7][N:6]=[C:5]2[O:12][C:13]1[CH:18]=[CH:17][CH:16]=[CH:15][CH:14]=1.[C:19]([O:23][CH3:24])(=[O:22])[CH:20]=[CH2:21].C1C=CC(P(C2C=CC=CC=2)C2C=CC=CC=2)=CC=1, predict the reaction product. The product is: [CH3:24][O:23][C:19](=[O:22])/[CH:20]=[CH:21]/[C:2]1[CH:3]=[C:4]2[C:9](=[CH:10][CH:11]=1)[N:8]=[CH:7][N:6]=[C:5]2[O:12][C:13]1[CH:18]=[CH:17][CH:16]=[CH:15][CH:14]=1.